This data is from Full USPTO retrosynthesis dataset with 1.9M reactions from patents (1976-2016). The task is: Predict the reactants needed to synthesize the given product. (1) Given the product [F:1][C:2]([F:12])([F:11])[S:3][C:4]1[CH:9]=[CH:8][C:7]([C:15]#[C:14][C:13]2[CH:17]=[CH:9][C:4]([S:3][C:2]([F:12])([F:11])[F:1])=[CH:5][CH:6]=2)=[CH:6][CH:5]=1, predict the reactants needed to synthesize it. The reactants are: [F:1][C:2]([F:12])([F:11])[S:3][C:4]1[CH:9]=[CH:8][C:7](Br)=[CH:6][CH:5]=1.[CH2:13]1[CH2:17]O[CH2:15][CH2:14]1. (2) Given the product [CH:1]1[C:12]2=[C:13]3[CH:8]([CH2:9][CH2:10][CH2:11]2)[CH2:7][CH2:6][CH2:5][C:4]3=[CH:3][C:2]=1[NH:14][C:15]([C:17]1[CH:18]=[CH:19][C:20]([C:23]([OH:25])=[O:24])=[N:21][CH:22]=1)=[O:16], predict the reactants needed to synthesize it. The reactants are: [CH:1]1[C:12]2=[C:13]3[CH:8]([CH2:9][CH2:10][CH2:11]2)[CH2:7][CH2:6][CH2:5][C:4]3=[CH:3][C:2]=1[NH:14][C:15]([C:17]1[CH:18]=[CH:19][C:20]([C:23]([O:25]C)=[O:24])=[N:21][CH:22]=1)=[O:16].[OH-].[Na+].Cl. (3) Given the product [CH3:22][S:23]([OH:26])(=[O:25])=[O:24].[N:1]1([C:7]2[C:13]3[CH:14]=[CH:15][CH:16]=[CH:17][C:12]=3[S:11][C:10]3[CH:18]=[CH:19][CH:20]=[CH:21][C:9]=3[N:8]=2)[CH2:2][CH2:3][NH:4][CH2:5][CH2:6]1, predict the reactants needed to synthesize it. The reactants are: [N:1]1([C:7]2[C:13]3[CH:14]=[CH:15][CH:16]=[CH:17][C:12]=3[S:11][C:10]3[CH:18]=[CH:19][CH:20]=[CH:21][C:9]=3[N:8]=2)[CH2:6][CH2:5][NH:4][CH2:3][CH2:2]1.[CH3:22][S:23]([OH:26])(=[O:25])=[O:24].